This data is from NCI-60 drug combinations with 297,098 pairs across 59 cell lines. The task is: Regression. Given two drug SMILES strings and cell line genomic features, predict the synergy score measuring deviation from expected non-interaction effect. (1) Drug 1: C1CC(=O)NC(=O)C1N2CC3=C(C2=O)C=CC=C3N. Drug 2: CC1=C2C(C(=O)C3(C(CC4C(C3C(C(C2(C)C)(CC1OC(=O)C(C(C5=CC=CC=C5)NC(=O)OC(C)(C)C)O)O)OC(=O)C6=CC=CC=C6)(CO4)OC(=O)C)O)C)O. Cell line: SK-MEL-5. Synergy scores: CSS=12.4, Synergy_ZIP=-1.03, Synergy_Bliss=-1.48, Synergy_Loewe=-29.1, Synergy_HSA=-3.38. (2) Drug 1: CN1C(=O)N2C=NC(=C2N=N1)C(=O)N. Drug 2: C(=O)(N)NO. Cell line: SNB-19. Synergy scores: CSS=1.14, Synergy_ZIP=0.0222, Synergy_Bliss=1.36, Synergy_Loewe=-1.59, Synergy_HSA=-0.922. (3) Drug 1: C1=NC2=C(N=C(N=C2N1C3C(C(C(O3)CO)O)O)F)N. Drug 2: CC1=C(C(=O)C2=C(C1=O)N3CC4C(C3(C2COC(=O)N)OC)N4)N. Cell line: NCI-H522. Synergy scores: CSS=43.9, Synergy_ZIP=-4.00, Synergy_Bliss=-3.31, Synergy_Loewe=-2.11, Synergy_HSA=3.50. (4) Drug 1: C1=NC2=C(N=C(N=C2N1C3C(C(C(O3)CO)O)F)Cl)N. Drug 2: C1=NC(=NC(=O)N1C2C(C(C(O2)CO)O)O)N. Cell line: 786-0. Synergy scores: CSS=16.8, Synergy_ZIP=-6.93, Synergy_Bliss=4.84, Synergy_Loewe=0.210, Synergy_HSA=1.93. (5) Drug 1: C1=NC(=NC(=O)N1C2C(C(C(O2)CO)O)O)N. Drug 2: CC1=C(C(=CC=C1)Cl)NC(=O)C2=CN=C(S2)NC3=CC(=NC(=N3)C)N4CCN(CC4)CCO. Cell line: UACC-257. Synergy scores: CSS=8.55, Synergy_ZIP=-2.13, Synergy_Bliss=0.108, Synergy_Loewe=-2.39, Synergy_HSA=-0.783.